Dataset: Forward reaction prediction with 1.9M reactions from USPTO patents (1976-2016). Task: Predict the product of the given reaction. (1) Given the reactants Br[C:2]1[N:6]2[N:7]=[C:8]([Cl:11])[CH:9]=[CH:10][C:5]2=[N:4][CH:3]=1.O1CCOCC1.[F:18][C:19]1[CH:20]=[C:21](B(O)O)[CH:22]=[CH:23][CH:24]=1.C([O-])([O-])=O.[K+].[K+], predict the reaction product. The product is: [Cl:11][C:8]1[CH:9]=[CH:10][C:5]2[N:6]([C:2]([C:23]3[CH:22]=[CH:21][CH:20]=[C:19]([F:18])[CH:24]=3)=[CH:3][N:4]=2)[N:7]=1. (2) Given the reactants [CH3:1][O:2][C:3]([C:5]1[CH:6]=[N:7][C:8]2[C:13]([C:14]=1[O:15][CH3:16])=[CH:12][C:11](I)=[CH:10][CH:9]=2)=[O:4].C(N(CC)CC)C.C1(C(C2C=CC=CC=2)CCP)C=CC=CC=1.C([SiH](CCCCCC)CCCCCC)CCCCC.CN(C)[CH:62]=[O:63], predict the reaction product. The product is: [CH3:1][O:2][C:3]([C:5]1[CH:6]=[N:7][C:8]2[C:13]([C:14]=1[O:15][CH3:16])=[CH:12][C:11]([CH:62]=[O:63])=[CH:10][CH:9]=2)=[O:4]. (3) Given the reactants [NH2:1][CH2:2][C:3]1[CH:8]=[CH:7][C:6]([OH:9])=[CH:5][C:4]=1[O:10][CH3:11].Br[CH2:13][CH2:14][CH2:15][F:16].[CH3:17][C:18]1([CH3:31])[C@@H:20]2[CH2:21][C:22]3[C:26]([C@H:19]12)=[C:25]([CH3:27])[S:24][C:23]=3[C:28](O)=[O:29], predict the reaction product. The product is: [F:16][CH2:15][CH2:14][CH2:13][O:9][C:6]1[CH:7]=[CH:8][C:3]([CH2:2][NH:1][C:28]([C:23]2[S:24][C:25]([CH3:27])=[C:26]3[C:22]=2[CH2:21][C@H:20]2[C:18]([CH3:31])([CH3:17])[C@H:19]23)=[O:29])=[C:4]([O:10][CH3:11])[CH:5]=1. (4) Given the reactants [CH2:1]([N:4]1[C:12]2[C:7](=[CH:8][CH:9]=[CH:10][C:11]=2[C:13]([F:16])([F:15])[F:14])[C:6]([C:17]2[CH:22]=[CH:21][C:20]([O:23]C)=[CH:19][C:18]=2[CH3:25])=[N:5]1)[CH:2]=[CH2:3].B(Br)(Br)Br.C1CCCCC=1, predict the reaction product. The product is: [CH2:1]([N:4]1[C:12]2[C:7](=[CH:8][CH:9]=[CH:10][C:11]=2[C:13]([F:16])([F:15])[F:14])[C:6]([C:17]2[CH:22]=[CH:21][C:20]([OH:23])=[CH:19][C:18]=2[CH3:25])=[N:5]1)[CH:2]=[CH2:3]. (5) Given the reactants C(NC1C=CC(C2C=C3C(CN([C@@H](C(C)C)C(O)=O)C3=O)=CC=2)=CC=1)(=O)C1C=CC=CC=1.[C:33]([C:37]1[CH:70]=[CH:69][C:40]([C:41]([NH:43][C:44]2[CH:49]=[CH:48][C:47]([C:50]3[CH:58]=[C:57]4[C:53]([CH2:54][N:55]([C@@H:60]([CH:65]([CH3:67])[CH3:66])[C:61]([O:63]C)=[O:62])[C:56]4=[O:59])=[CH:52][CH:51]=3)=[C:46]([F:68])[CH:45]=2)=[O:42])=[CH:39][CH:38]=1)([CH3:36])([CH3:35])[CH3:34], predict the reaction product. The product is: [C:33]([C:37]1[CH:70]=[CH:69][C:40]([C:41]([NH:43][C:44]2[CH:49]=[CH:48][C:47]([C:50]3[CH:58]=[C:57]4[C:53]([CH2:54][N:55]([C@@H:60]([CH:65]([CH3:66])[CH3:67])[C:61]([OH:63])=[O:62])[C:56]4=[O:59])=[CH:52][CH:51]=3)=[C:46]([F:68])[CH:45]=2)=[O:42])=[CH:39][CH:38]=1)([CH3:34])([CH3:36])[CH3:35]. (6) Given the reactants O1CCOCC1.[OH:7][CH2:8][CH2:9][CH2:10][CH2:11][CH2:12][CH2:13][O:14][C:15]1[CH:20]=[CH:19][C:18]([C:21]2[CH:26]=[CH:25][C:24]([C:27]([OH:29])=[O:28])=[CH:23][CH:22]=2)=[CH:17][CH:16]=1.C(N(CC)CC)C.[C:37](Cl)(=[O:41])[C:38]([CH3:40])=[CH2:39], predict the reaction product. The product is: [C:37]([O:7][CH2:8][CH2:9][CH2:10][CH2:11][CH2:12][CH2:13][O:14][C:15]1[CH:20]=[CH:19][C:18]([C:21]2[CH:22]=[CH:23][C:24]([C:27]([OH:29])=[O:28])=[CH:25][CH:26]=2)=[CH:17][CH:16]=1)(=[O:41])[C:38]([CH3:40])=[CH2:39]. (7) The product is: [CH3:14][Sn:15]([CH3:17])([CH3:16])[C:2]1[S:1][C:5]([Sn:15]([CH3:17])([CH3:16])[CH3:14])=[CH:4][CH:3]=1. Given the reactants [S:1]1[CH:5]=[CH:4][CH:3]=[CH:2]1.C(=O)=O.[Li+].CCC[CH2-].[CH3:14][Sn:15](Cl)([CH3:17])[CH3:16], predict the reaction product.